Dataset: Full USPTO retrosynthesis dataset with 1.9M reactions from patents (1976-2016). Task: Predict the reactants needed to synthesize the given product. (1) Given the product [C:8]1([C:11]2[CH:16]=[CH:15][CH:14]=[CH:13][CH:12]=2)[CH:9]=[CH:10][C:5]([O:4]/[CH:3]=[CH:2]/[N:17]2[C:25]3[C:20](=[CH:21][CH:22]=[CH:23][CH:24]=3)[CH:19]=[CH:18]2)=[CH:6][CH:7]=1, predict the reactants needed to synthesize it. The reactants are: I/[CH:2]=[CH:3]/[O:4][C:5]1[CH:10]=[CH:9][C:8]([C:11]2[CH:16]=[CH:15][CH:14]=[CH:13][CH:12]=2)=[CH:7][CH:6]=1.[NH:17]1[C:25]2[C:20](=[CH:21][CH:22]=[CH:23][CH:24]=2)[CH:19]=[CH:18]1.C([O-])([O-])=O.[Cs+].[Cs+]. (2) Given the product [N+:1]([C:4]1[CH:5]=[C:6]([C:11]2[O:12][C:13]3[C:19]([F:20])=[C:18]([F:21])[CH:17]=[CH:16][C:14]=3[N:15]=2)[C:7]([NH:25][CH2:22][CH2:23][CH3:24])=[CH:8][CH:9]=1)([O-:3])=[O:2], predict the reactants needed to synthesize it. The reactants are: [N+:1]([C:4]1[CH:5]=[C:6]([C:11]2[O:12][C:13]3[C:19]([F:20])=[C:18]([F:21])[CH:17]=[CH:16][C:14]=3[N:15]=2)[C:7](F)=[CH:8][CH:9]=1)([O-:3])=[O:2].[CH2:22]([NH2:25])[CH2:23][CH3:24]. (3) Given the product [CH3:1][O:2][C:3](=[O:16])[C:4]1[CH:5]=[CH:6][C:7]([C:10]2[N:11]=[C:12]([NH:15][S:23]([C:17]3[CH:22]=[CH:21][CH:20]=[CH:19][CH:18]=3)(=[O:25])=[O:24])[S:13][CH:14]=2)=[CH:8][CH:9]=1, predict the reactants needed to synthesize it. The reactants are: [CH3:1][O:2][C:3](=[O:16])[C:4]1[CH:9]=[CH:8][C:7]([C:10]2[N:11]=[C:12]([NH2:15])[S:13][CH:14]=2)=[CH:6][CH:5]=1.[C:17]1([S:23](Cl)(=[O:25])=[O:24])[CH:22]=[CH:21][CH:20]=[CH:19][CH:18]=1.